This data is from Forward reaction prediction with 1.9M reactions from USPTO patents (1976-2016). The task is: Predict the product of the given reaction. (1) Given the reactants [CH:1]1([C:4]([OH:6])=O)[CH2:3][CH2:2]1.CCN(C(C)C)C(C)C.CN(C(ON1N=NC2C=CC=NC1=2)=[N+](C)C)C.F[P-](F)(F)(F)(F)F.C(O)(C(F)(F)F)=O.[N:47]1([C:53]2[CH:54]=[CH:55][C:56]([C:59]3[CH:60]=[C:61]([O:68][C@@H:69]([C@H:71]4[CH2:75][NH:74][C:73](=[O:76])[CH2:72]4)[CH3:70])[C:62]4[S:66][CH:65]=[N:64][C:63]=4[CH:67]=3)=[N:57][CH:58]=2)[CH2:52][CH2:51][NH:50][CH2:49][CH2:48]1, predict the reaction product. The product is: [CH:1]1([C:4]([N:50]2[CH2:49][CH2:48][N:47]([C:53]3[CH:54]=[CH:55][C:56]([C:59]4[CH:60]=[C:61]([O:68][C@@H:69]([C@H:71]5[CH2:75][NH:74][C:73](=[O:76])[CH2:72]5)[CH3:70])[C:62]5[S:66][CH:65]=[N:64][C:63]=5[CH:67]=4)=[N:57][CH:58]=3)[CH2:52][CH2:51]2)=[O:6])[CH2:3][CH2:2]1. (2) Given the reactants [F:1][C:2]1[CH:3]=[CH:4][CH:5]=[C:6]2[C:10]=1[N:9]([CH2:11][CH2:12][O:13][C:14]([F:17])([F:16])[F:15])[CH:8]=[C:7]2[C:18]([OH:20])=O.Cl.[F:22][C:23]([F:42])([F:41])[C:24]([NH:26][CH2:27][C:28]1[CH:33]=[CH:32][C:31]([F:34])=[C:30]([CH:35]2[CH2:40][CH2:39][NH:38][CH2:37][CH2:36]2)[CH:29]=1)=[O:25].CCN=C=NCCCN(C)C.CCN(CC)CC, predict the reaction product. The product is: [F:41][C:23]([F:22])([F:42])[C:24]([NH:26][CH2:27][C:28]1[CH:33]=[CH:32][C:31]([F:34])=[C:30]([CH:35]2[CH2:40][CH2:39][N:38]([C:18]([C:7]3[C:6]4[C:10](=[C:2]([F:1])[CH:3]=[CH:4][CH:5]=4)[N:9]([CH2:11][CH2:12][O:13][C:14]([F:15])([F:16])[F:17])[CH:8]=3)=[O:20])[CH2:37][CH2:36]2)[CH:29]=1)=[O:25]. (3) Given the reactants [Cl:1][C:2]1[CH:3]=[C:4]2[C:9](=[CH:10][CH:11]=1)[CH:8]=[C:7]([S:12]([CH2:15][CH2:16][C:17]([N:19]([CH2:33][CH2:34][NH:35][C:36](=[O:42])OC(C)(C)C)[CH:20]1[CH2:25][CH2:24][N:23]([C:26]3[CH:31]=[CH:30][N:29]=[C:28]([CH3:32])[CH:27]=3)[CH2:22][CH2:21]1)=[O:18])(=[O:14])=[O:13])[CH:6]=[CH:5]2.F[C:44](F)(F)C(O)=O, predict the reaction product. The product is: [C:36]([NH:35][CH2:34][CH2:33][N:19]([CH:20]1[CH2:25][CH2:24][N:23]([C:26]2[CH:31]=[CH:30][N:29]=[C:28]([CH3:32])[CH:27]=2)[CH2:22][CH2:21]1)[C:17](=[O:18])[CH2:16][CH2:15][S:12]([C:7]1[CH:6]=[CH:5][C:4]2[C:9](=[CH:10][CH:11]=[C:2]([Cl:1])[CH:3]=2)[CH:8]=1)(=[O:13])=[O:14])(=[O:42])[CH3:44]. (4) The product is: [ClH:24].[F:1][C:2]1[CH:3]=[CH:4][C:5]([CH2:6][NH:7][C:8]2[N:13]=[C:12]([NH:14][CH2:15][C:16]#[CH:17])[N:11]=[C:10]([N:18]([CH3:21])[O:19][CH3:20])[N:9]=2)=[CH:22][CH:23]=1. Given the reactants [F:1][C:2]1[CH:23]=[CH:22][C:5]([CH2:6][NH:7][C:8]2[N:13]=[C:12]([NH:14][CH2:15][C:16]#[CH:17])[N:11]=[C:10]([N:18]([CH3:21])[O:19][CH3:20])[N:9]=2)=[CH:4][CH:3]=1.[ClH:24].C(OCC)C, predict the reaction product.